Dataset: Full USPTO retrosynthesis dataset with 1.9M reactions from patents (1976-2016). Task: Predict the reactants needed to synthesize the given product. (1) Given the product [C:1]([N:4]1[C:13]2[C:8](=[CH:9][C:10]([F:14])=[CH:11][CH:12]=2)[C@H:7]([O:15][C:17]2[CH:22]=[CH:21][CH:20]=[CH:19][CH:18]=2)[CH2:6][C@@H:5]1[CH3:16])(=[O:3])[CH3:2], predict the reactants needed to synthesize it. The reactants are: [C:1]([N:4]1[C:13]2[C:8](=[CH:9][C:10]([F:14])=[CH:11][CH:12]=2)[C@H:7]([OH:15])[CH2:6][C@@H:5]1[CH3:16])(=[O:3])[CH3:2].[C:17]1(O)[CH:22]=[CH:21][CH:20]=[CH:19][CH:18]=1. (2) Given the product [Cl:1][C:2]1[CH:10]=[CH:9][CH:8]=[C:7]2[C:3]=1[C:4]([C:15]([NH:39][CH2:40][C:41]1([OH:49])[CH2:46][CH2:45][CH2:44][C:43]([F:48])([F:47])[CH2:42]1)=[O:17])=[CH:5][N:6]2[CH2:11][CH2:12][O:13][CH3:14], predict the reactants needed to synthesize it. The reactants are: [Cl:1][C:2]1[CH:10]=[CH:9][CH:8]=[C:7]2[C:3]=1[C:4]([C:15]([OH:17])=O)=[CH:5][N:6]2[CH2:11][CH2:12][O:13][CH3:14].CCN=C=NCCCN(C)C.C1C=CC2N(O)N=NC=2C=1.[NH2:39][CH2:40][C:41]1([OH:49])[CH2:46][CH2:45][CH2:44][C:43]([F:48])([F:47])[CH2:42]1. (3) Given the product [Cl:1][C:2]1[CH:7]=[CH:6][C:5]([C:8]2[CH:9]=[CH:10][NH:11][N:22]=2)=[CH:4][C:3]=1[CH2:15][NH:16][C:17](=[O:20])[O:18][CH3:19], predict the reactants needed to synthesize it. The reactants are: [Cl:1][C:2]1[CH:7]=[CH:6][C:5]([C:8](=O)[CH:9]=[CH:10][N:11](C)C)=[CH:4][C:3]=1[CH2:15][NH:16][C:17](=[O:20])[O:18][CH3:19].O.[NH2:22]N. (4) The reactants are: [OH:1][C:2]1[N:7]=[CH:6][C:5]([C:8](=[O:10])[CH3:9])=[CH:4][CH:3]=1.[Br:11]Br. Given the product [Br:11][CH2:9][C:8]([C:5]1[CH:6]=[N:7][C:2]([OH:1])=[CH:3][CH:4]=1)=[O:10], predict the reactants needed to synthesize it. (5) Given the product [Si:63]([O:62][CH2:61][CH2:60][N:59]([CH2:58][C:57](=[O:70])[N:56]([CH2:55][CH2:54][O:53][Si:46]([C:49]([CH3:52])([CH3:51])[CH3:50])([CH3:47])[CH3:48])[CH2:71][CH2:72][C:73]([O:75][CH2:76][C:77]1[CH:82]=[CH:81][CH:80]=[CH:79][CH:78]=1)=[O:74])[C:13](=[O:15])[CH2:12][NH:11][C:1](=[O:2])[O:3][CH2:4][C:5]1[CH:6]=[CH:7][CH:8]=[CH:9][CH:10]=1)([C:64]([CH3:66])([CH3:65])[CH3:67])([CH3:69])[CH3:68], predict the reactants needed to synthesize it. The reactants are: [C:1]([NH:11][CH2:12][C:13]([OH:15])=O)([O:3][CH2:4][C:5]1[CH:10]=[CH:9][CH:8]=[CH:7][CH:6]=1)=[O:2].CCN=C=NCCCN(C)C.C1C=CC2N(O)N=NC=2C=1.CCN(C(C)C)C(C)C.[Si:46]([O:53][CH2:54][CH2:55][N:56]([CH2:71][CH2:72][C:73]([O:75][CH2:76][C:77]1[CH:82]=[CH:81][CH:80]=[CH:79][CH:78]=1)=[O:74])[C:57](=[O:70])[CH2:58][NH:59][CH2:60][CH2:61][O:62][Si:63]([CH3:69])([CH3:68])[C:64]([CH3:67])([CH3:66])[CH3:65])([C:49]([CH3:52])([CH3:51])[CH3:50])([CH3:48])[CH3:47]. (6) Given the product [C:23]([OH:30])(=[O:29])/[CH:24]=[CH:25]/[C:26]([OH:28])=[O:27].[N:1]12[CH2:6][CH2:5][CH:4]([CH2:7][CH2:8]1)[C@H:3]([O:9][C:10]1[N:15]=[CH:14][C:13]([C:16]3[CH:17]=[C:18]([CH:20]=[CH:21][CH:22]=3)[NH2:19])=[CH:12][N:11]=1)[CH2:2]2, predict the reactants needed to synthesize it. The reactants are: [N:1]12[CH2:8][CH2:7][CH:4]([CH2:5][CH2:6]1)[C@H:3]([O:9][C:10]1[N:15]=[CH:14][C:13]([C:16]3[CH:17]=[C:18]([CH:20]=[CH:21][CH:22]=3)[NH2:19])=[CH:12][N:11]=1)[CH2:2]2.[C:23]([OH:30])(=[O:29])/[CH:24]=[CH:25]/[C:26]([OH:28])=[O:27]. (7) Given the product [CH2:1]([N:8]1[CH2:13][CH2:12][CH:11]([N:14]([CH:15]([C:17]2[CH:18]=[C:19]([C:23]3[C:24]([C:29]([NH:31][CH2:32][CH2:33][NH:34][C:35]([O:37][C:38]([CH3:40])([CH3:39])[CH3:41])=[O:36])=[O:30])=[CH:25][CH:26]=[CH:27][CH:28]=3)[CH:20]=[CH:21][CH:22]=2)[CH3:16])[C:77](=[O:78])[CH2:45][C:42]2[CH:43]=[CH:63][C:57]3[C:58](=[CH:53][CH:54]=[CH:55][CH:56]=3)[CH:44]=2)[CH2:10][CH2:9]1)[C:2]1[CH:7]=[CH:6][CH:5]=[CH:4][CH:3]=1, predict the reactants needed to synthesize it. The reactants are: [CH2:1]([N:8]1[CH2:13][CH2:12][CH:11]([NH:14][CH:15]([C:17]2[CH:18]=[C:19]([C:23]3[C:24]([C:29]([NH:31][CH2:32][CH2:33][NH:34][C:35]([O:37][C:38]([CH3:41])([CH3:40])[CH3:39])=[O:36])=[O:30])=[CH:25][CH:26]=[CH:27][CH:28]=3)[CH:20]=[CH:21][CH:22]=2)[CH3:16])[CH2:10][CH2:9]1)[C:2]1[CH:7]=[CH:6][CH:5]=[CH:4][CH:3]=1.[C:42](OC(=O)NCCN)([CH3:45])([CH3:44])[CH3:43].[CH:53]1[CH:54]=[CH:55][C:56]2N(O)N=N[C:57]=2[CH:58]=1.[CH3:63]CN=C=NCCCN(C)C.CN([CH:77]=[O:78])C. (8) Given the product [CH:1]1([C@@H:4]([C:10]2[CH:15]=[CH:14][CH:13]=[C:12]([O:16][CH2:17][C:18]3[CH:23]=[N:22][C:21]([C:24]4[C:29]([F:30])=[CH:28][N:27]=[C:26]([O:31][CH3:32])[CH:25]=4)=[C:20]([C:33]4[S:34][C:35]([CH3:38])=[CH:36][CH:37]=4)[N:19]=3)[CH:11]=2)[CH2:5][C:6]([OH:8])=[O:7])[CH2:2][CH2:3]1, predict the reactants needed to synthesize it. The reactants are: [CH:1]1([C@@H:4]([C:10]2[CH:15]=[CH:14][CH:13]=[C:12]([O:16][CH2:17][C:18]3[CH:23]=[N:22][C:21]([C:24]4[C:29]([F:30])=[CH:28][N:27]=[C:26]([O:31][CH3:32])[CH:25]=4)=[C:20]([C:33]4[S:34][C:35]([CH3:38])=[CH:36][CH:37]=4)[N:19]=3)[CH:11]=2)[CH2:5][C:6]([O:8]C)=[O:7])[CH2:3][CH2:2]1.[Li+].[OH-].C1COCC1.O. (9) The reactants are: C[O:2][C:3]1[CH:8]=[CH:7][C:6]([C:9]2[C:17]3[C:12](=[C:13]([N:18]4[CH2:23][CH2:22][O:21][CH2:20][CH2:19]4)[CH:14]=[CH:15][CH:16]=3)[N:11]([CH2:24][CH2:25][CH3:26])[N:10]=2)=[CH:5][CH:4]=1.ClC1C=CC=C2C=1N(CCC)N=C2C1C=CC(OC)=CC=1.N1CCOCC1.CC(C)([O-])C.[Na+]. Given the product [N:18]1([C:13]2[CH:14]=[CH:15][CH:16]=[C:17]3[C:12]=2[N:11]([CH2:24][CH2:25][CH3:26])[N:10]=[C:9]3[C:6]2[CH:5]=[CH:4][C:3]([OH:2])=[CH:8][CH:7]=2)[CH2:19][CH2:20][O:21][CH2:22][CH2:23]1, predict the reactants needed to synthesize it. (10) Given the product [CH:31]1([N:34]2[C:43]3[C:38](=[CH:39][C:40]([F:45])=[C:41]([CH2:9][C:6]4[S:7][CH:8]=[C:4]([CH:1]([CH3:2])[CH3:3])[N:5]=4)[CH:42]=3)[C:37](=[O:46])[C:36](/[CH:47]=[CH:48]/[C:49]([O:51][C:52]([CH3:55])([CH3:54])[CH3:53])=[O:50])=[CH:35]2)[CH2:33][CH2:32]1, predict the reactants needed to synthesize it. The reactants are: [CH:1]([C:4]1[N:5]=[C:6]([CH2:9]O)[S:7][CH:8]=1)([CH3:3])[CH3:2].C1OCCOCCOCCOCCOCCOC1.[H-].[Na+].[CH:31]1([N:34]2[C:43]3[C:38](=[CH:39][C:40]([F:45])=[C:41](F)[CH:42]=3)[C:37](=[O:46])[C:36](/[CH:47]=[CH:48]/[C:49]([O:51][C:52]([CH3:55])([CH3:54])[CH3:53])=[O:50])=[CH:35]2)[CH2:33][CH2:32]1.[Cl-].[NH4+].